From a dataset of Full USPTO retrosynthesis dataset with 1.9M reactions from patents (1976-2016). Predict the reactants needed to synthesize the given product. Given the product [C:30]([O:29][C@@H:9]([C:10]1[C:11]([C:22]2[CH:23]=[CH:24][C:25]([Cl:28])=[CH:26][CH:27]=2)=[C:12]2[C:17](=[CH:18][C:19]=1[CH3:20])[NH:16][C:15](=[O:21])[CH:14]=[CH:13]2)[CH2:8][OH:7])([CH3:33])([CH3:31])[CH3:32], predict the reactants needed to synthesize it. The reactants are: C([O:7][CH2:8][C@@H:9]([O:29][C:30]([CH3:33])([CH3:32])[CH3:31])[C:10]1[C:11]([C:22]2[CH:27]=[CH:26][C:25]([Cl:28])=[CH:24][CH:23]=2)=[C:12]2[C:17](=[CH:18][C:19]=1[CH3:20])[NH:16][C:15](=[O:21])[CH:14]=[CH:13]2)(=O)C(C)(C)C.[OH-].[Na+].